From a dataset of Reaction yield outcomes from USPTO patents with 853,638 reactions. Predict the reaction yield, written as a fraction of the theoretical maximum amount of product (1.0 means a 100% yield; for example, 0.34 means a 34% yield). (1) The reactants are [C:1]([O:5][C:6]([NH:8][CH2:9][C:10]1[CH:52]=[CH:51][C:50]([F:53])=[CH:49][C:11]=1[C:12]([NH:14][CH2:15][CH2:16][CH2:17][CH2:18][S:19]([N:22]([C:24]1[N:33]=[C:32]([C:34]([O:36]C)=[O:35])[C:31]([O:38][S:39]([C:42]2[CH:48]=[CH:47][C:45]([CH3:46])=[CH:44][CH:43]=2)(=[O:41])=[O:40])=[C:30]2[C:25]=1[CH:26]=[CH:27][CH:28]=[N:29]2)[CH3:23])(=[O:21])=[O:20])=[O:13])=[O:7])([CH3:4])([CH3:3])[CH3:2].C1COCC1.[OH-].[Li+].Cl. The catalyst is O.C(OCC)(=O)C. The product is [C:1]([O:5][C:6]([NH:8][CH2:9][C:10]1[CH:52]=[CH:51][C:50]([F:53])=[CH:49][C:11]=1[C:12]([NH:14][CH2:15][CH2:16][CH2:17][CH2:18][S:19]([N:22]([C:24]1[N:33]=[C:32]([C:34]([OH:36])=[O:35])[C:31]([O:38][S:39]([C:42]2[CH:48]=[CH:47][C:45]([CH3:46])=[CH:44][CH:43]=2)(=[O:41])=[O:40])=[C:30]2[C:25]=1[CH:26]=[CH:27][CH:28]=[N:29]2)[CH3:23])(=[O:20])=[O:21])=[O:13])=[O:7])([CH3:4])([CH3:2])[CH3:3]. The yield is 0.410. (2) The reactants are [CH3:1][C@H:2]1[O:7][C@@H:6]([CH3:8])[CH2:5][NH:4][CH2:3]1.[Br:9][CH2:10][CH2:11][CH2:12]Cl. The catalyst is C1(C)C=CC=CC=1. The product is [Br:9][CH2:10][CH2:11][CH2:12][N:4]1[CH2:5][C@H:6]([CH3:8])[O:7][C@H:2]([CH3:1])[CH2:3]1. The yield is 0.440. (3) The reactants are C1(P(C2C=CC=CC=2)C2C=CC=CC=2)C=CC=CC=1.II.C(N(CC)CC)C.[Si:29]([O:36][C:37]1[CH:38]=[C:39]([CH:68]=[CH:69][CH:70]=1)[C:40]([NH:42][NH:43][C:44](=[O:67])[C@H:45]([NH:56][C:57]1[CH:62]=[CH:61][C:60]([C:63]#[N:64])=[C:59](Cl)[C:58]=1C)[C@@H:46]([O:48][Si:49]([C:52]([CH3:55])([CH3:54])[CH3:53])([CH3:51])[CH3:50])[CH3:47])=O)([C:32]([CH3:35])([CH3:34])[CH3:33])([CH3:31])[CH3:30].[CH2:71]([Cl:73])Cl. No catalyst specified. The product is [Si:49]([O:48][C@@H:46]([CH3:47])[C@@H:45]([NH:56][C:57]1[CH:58]=[CH:59][C:60]([C:63]#[N:64])=[C:71]([Cl:73])[C:62]=1[CH3:61])[C:44]1[O:67][C:40]([C:39]2[CH:68]=[CH:69][CH:70]=[C:37]([O:36][Si:29]([C:32]([CH3:33])([CH3:34])[CH3:35])([CH3:30])[CH3:31])[CH:38]=2)=[N:42][N:43]=1)([C:52]([CH3:55])([CH3:53])[CH3:54])([CH3:50])[CH3:51]. The yield is 0.680. (4) The reactants are [H-].[Na+].[CH2:3]([N:10]1[CH:18]([OH:19])[C:17]2[C:12](=[CH:13][CH:14]=[CH:15][CH:16]=2)[C:11]1=[O:20])[C:4]1[CH:9]=[CH:8][CH:7]=[CH:6][CH:5]=1.Br[CH2:22][C:23]([OH:25])=[O:24]. The catalyst is C1COCC1. The product is [CH2:3]([N:10]1[C:18](=[O:19])[C:17]2[C:12](=[CH:13][CH:14]=[CH:15][CH:16]=2)[CH:11]1[O:20][CH2:22][C:23]([OH:25])=[O:24])[C:4]1[CH:5]=[CH:6][CH:7]=[CH:8][CH:9]=1. The yield is 0.400. (5) The reactants are [NH2:1][C:2]1[CH:3]=[C:4]([C:8]2[C:9]([OH:17])=[C:10]([N+:14]([O-:16])=[O:15])[CH:11]=[CH:12][CH:13]=2)[CH:5]=[CH:6][CH:7]=1.[CH3:18][S:19](Cl)(=[O:21])=[O:20].O. The catalyst is C(Cl)(Cl)Cl. The product is [N+:14]([C:10]1[C:9]([OH:17])=[C:8]([C:4]2[CH:5]=[CH:6][CH:7]=[C:2]([NH:1][S:19]([CH3:18])(=[O:21])=[O:20])[CH:3]=2)[CH:13]=[CH:12][CH:11]=1)([O-:16])=[O:15]. The yield is 0.900. (6) The reactants are CN1CCOCC1.C(O[C:13]([N:15]1[CH2:20][CH2:19][CH:18]([C:21]([OH:23])=[O:22])[CH2:17][CH2:16]1)=[O:14])(C)(C)C.ClC(O[CH2:28][CH:29]([CH3:31])[CH3:30])=O.Cl.[NH2:33][CH2:34][C:35]([C:37]1[CH:42]=[CH:41][C:40]([F:43])=[C:39]([C:44]([F:47])([F:46])[F:45])[CH:38]=1)=[O:36]. The catalyst is O1CCCC1. The product is [C:29]([O:23][C:21]([CH:18]1[CH2:17][CH2:16][N:15]([C:13](=[O:14])[NH:33][CH2:34][C:35]([C:37]2[CH:42]=[CH:41][C:40]([F:43])=[C:39]([C:44]([F:47])([F:45])[F:46])[CH:38]=2)=[O:36])[CH2:20][CH2:19]1)=[O:22])([CH3:31])([CH3:30])[CH3:28]. The yield is 0.708.